Task: Regression. Given two drug SMILES strings and cell line genomic features, predict the synergy score measuring deviation from expected non-interaction effect.. Dataset: NCI-60 drug combinations with 297,098 pairs across 59 cell lines (1) Drug 1: CC1=C(C=C(C=C1)NC2=NC=CC(=N2)N(C)C3=CC4=NN(C(=C4C=C3)C)C)S(=O)(=O)N.Cl. Drug 2: CC1C(C(CC(O1)OC2CC(CC3=C2C(=C4C(=C3O)C(=O)C5=C(C4=O)C(=CC=C5)OC)O)(C(=O)CO)O)N)O.Cl. Cell line: NCI-H460. Synergy scores: CSS=58.5, Synergy_ZIP=2.65, Synergy_Bliss=0.376, Synergy_Loewe=3.63, Synergy_HSA=4.98. (2) Drug 1: C1CN1C2=NC(=NC(=N2)N3CC3)N4CC4. Drug 2: CC1OCC2C(O1)C(C(C(O2)OC3C4COC(=O)C4C(C5=CC6=C(C=C35)OCO6)C7=CC(=C(C(=C7)OC)O)OC)O)O. Cell line: M14. Synergy scores: CSS=62.0, Synergy_ZIP=3.48, Synergy_Bliss=3.99, Synergy_Loewe=1.81, Synergy_HSA=7.53. (3) Drug 2: B(C(CC(C)C)NC(=O)C(CC1=CC=CC=C1)NC(=O)C2=NC=CN=C2)(O)O. Synergy scores: CSS=64.8, Synergy_ZIP=1.29, Synergy_Bliss=1.68, Synergy_Loewe=-43.6, Synergy_HSA=-0.220. Cell line: UACC-257. Drug 1: CS(=O)(=O)OCCCCOS(=O)(=O)C. (4) Drug 1: C1=CC(=CC=C1C#N)C(C2=CC=C(C=C2)C#N)N3C=NC=N3. Drug 2: CC1C(C(CC(O1)OC2CC(CC3=C2C(=C4C(=C3O)C(=O)C5=CC=CC=C5C4=O)O)(C(=O)C)O)N)O. Cell line: DU-145. Synergy scores: CSS=41.3, Synergy_ZIP=2.12, Synergy_Bliss=0.902, Synergy_Loewe=-17.0, Synergy_HSA=0.821. (5) Drug 1: C1CC(=O)NC(=O)C1N2CC3=C(C2=O)C=CC=C3N. Drug 2: C1CC(=O)NC(=O)C1N2C(=O)C3=CC=CC=C3C2=O. Cell line: MCF7. Synergy scores: CSS=3.28, Synergy_ZIP=-0.957, Synergy_Bliss=1.99, Synergy_Loewe=2.24, Synergy_HSA=1.40. (6) Drug 1: CCC(=C(C1=CC=CC=C1)C2=CC=C(C=C2)OCCN(C)C)C3=CC=CC=C3.C(C(=O)O)C(CC(=O)O)(C(=O)O)O. Drug 2: C1CN(P(=O)(OC1)NCCCl)CCCl. Cell line: LOX IMVI. Synergy scores: CSS=3.11, Synergy_ZIP=-2.84, Synergy_Bliss=-2.86, Synergy_Loewe=-0.881, Synergy_HSA=-1.07.